This data is from Catalyst prediction with 721,799 reactions and 888 catalyst types from USPTO. The task is: Predict which catalyst facilitates the given reaction. (1) Reactant: [F:1][C:2]1[CH:10]=[C:9]2[C:5]([CH2:6][CH2:7][CH:8]2[NH:11][C:12]2[C:17]([N+:18]([O-])=O)=[CH:16][CH:15]=[C:14]([NH:21][C:22]3[NH:23][N:24]=[C:25]([CH3:27])[CH:26]=3)[N:13]=2)=[CH:4][CH:3]=1.[In].[ClH:29]. Product: [ClH:29].[ClH:29].[F:1][C:2]1[CH:10]=[C:9]2[C:5]([CH2:6][CH2:7][CH:8]2[NH:11][C:12]2[C:17]([NH2:18])=[CH:16][CH:15]=[C:14]([NH:21][C:22]3[NH:23][N:24]=[C:25]([CH3:27])[CH:26]=3)[N:13]=2)=[CH:4][CH:3]=1. The catalyst class is: 5. (2) Reactant: [Br:1][C:2]1[C:3]2[N:12]([CH:13]3[CH2:17][CH2:16][CH2:15][CH2:14]3)[N:11]=[C:10]([C:18]3[CH:23]=[CH:22][C:21]([S:24]([NH2:27])(=[O:26])=[O:25])=[CH:20][CH:19]=3)[C:4]=2[C:5]([O:8]C)=[N:6][CH:7]=1.[I-].[Na+].Cl[Si](C)(C)C.O. Product: [Br:1][C:2]1[C:3]2[N:12]([CH:13]3[CH2:14][CH2:15][CH2:16][CH2:17]3)[N:11]=[C:10]([C:18]3[CH:23]=[CH:22][C:21]([S:24]([NH2:27])(=[O:26])=[O:25])=[CH:20][CH:19]=3)[C:4]=2[C:5](=[O:8])[NH:6][CH:7]=1. The catalyst class is: 10. (3) Reactant: Br[CH2:2][C:3]([OH:5])=[O:4].[C:6]([NH:13][CH2:14][CH2:15][OH:16])([O:8][C:9]([CH3:12])([CH3:11])[CH3:10])=[O:7].[H-].[Na+]. Product: [C:9]([O:8][C:6]([NH:13][CH2:14][CH2:15][O:16][CH2:2][C:3]([OH:5])=[O:4])=[O:7])([CH3:12])([CH3:11])[CH3:10]. The catalyst class is: 1. (4) Reactant: C(OC(=O)[NH:7][C@H:8]1[CH2:12][CH2:11][N:10]([CH2:13][CH2:14][CH:15]([C:22]2[CH:27]=[CH:26][CH:25]=[CH:24][CH:23]=2)[C:16]2[CH:21]=[CH:20][CH:19]=[CH:18][CH:17]=2)[CH2:9]1)(C)(C)C.C(O)(C(F)(F)F)=O. Product: [C:22]1([CH:15]([C:16]2[CH:17]=[CH:18][CH:19]=[CH:20][CH:21]=2)[CH2:14][CH2:13][N:10]2[CH2:11][CH2:12][C@H:8]([NH2:7])[CH2:9]2)[CH:23]=[CH:24][CH:25]=[CH:26][CH:27]=1. The catalyst class is: 22. (5) Reactant: [F:1][C:2]1[CH:3]=[C:4]([CH:8]=[CH:9][C:10]=1[F:11])[C:5]([OH:7])=O.O=S(Cl)Cl.Cl.[NH:17]1[CH2:20][CH2:19][CH2:18]1.C(N(CC)CC)C. Product: [N:17]1([C:5]([C:4]2[CH:8]=[CH:9][C:10]([F:11])=[C:2]([F:1])[CH:3]=2)=[O:7])[CH2:20][CH2:19][CH2:18]1. The catalyst class is: 59. (6) Reactant: Cl.O.[C:3]([OH:14])(=[O:13])[C:4]1[CH:12]=[C:10]([OH:11])[C:8]([OH:9])=[C:6]([OH:7])[CH:5]=1. Product: [C:3]([OH:14])(=[O:13])[C:4]1[CH:12]=[C:10]([OH:11])[C:8]([OH:9])=[C:6]([OH:7])[CH:5]=1. The catalyst class is: 6.